Dataset: Reaction yield outcomes from USPTO patents with 853,638 reactions. Task: Predict the reaction yield, written as a fraction of the theoretical maximum amount of product (1.0 means a 100% yield; for example, 0.34 means a 34% yield). (1) The reactants are C(OC([N:8]1[CH2:13][CH2:12][CH2:11][CH:10]([NH:14][C:15]([CH:17]2[C:25]3[C:20](=[CH:21][CH:22]=[CH:23][CH:24]=3)[N:19]([S:26]([C:29]3[C:38]4[C:33](=[CH:34][CH:35]=[CH:36][CH:37]=4)[C:32]([O:39][CH3:40])=[CH:31][CH:30]=3)(=[O:28])=[O:27])[CH2:18]2)=[O:16])[CH2:9]1)=O)(C)(C)C.FC(F)(F)C(O)=O. The catalyst is ClCCl. The product is [NH:8]1[CH2:13][CH2:12][CH2:11][CH:10]([NH:14][C:15]([CH:17]2[C:25]3[C:20](=[CH:21][CH:22]=[CH:23][CH:24]=3)[N:19]([S:26]([C:29]3[C:38]4[C:33](=[CH:34][CH:35]=[CH:36][CH:37]=4)[C:32]([O:39][CH3:40])=[CH:31][CH:30]=3)(=[O:28])=[O:27])[CH2:18]2)=[O:16])[CH2:9]1. The yield is 0.770. (2) The product is [CH2:1]([C@@:4]1([C:26]2[CH:27]=[CH:28][C:29]([F:32])=[CH:30][CH:31]=2)[O:9][C:8](=[O:10])[N:7]([C@H:11]([C:13]2[CH:14]=[CH:15][C:16]([C:19]3[CH:24]=[CH:23][C:22](=[O:34])[NH:21][CH:20]=3)=[CH:17][CH:18]=2)[CH3:12])[CH2:6][CH2:5]1)[CH:2]=[CH2:3]. The catalyst is OS(O)(=O)=O. The reactants are [CH2:1]([C@@:4]1([C:26]2[CH:31]=[CH:30][C:29]([F:32])=[CH:28][CH:27]=2)[O:9][C:8](=[O:10])[N:7]([C@H:11]([C:13]2[CH:18]=[CH:17][C:16]([C:19]3[CH:20]=[N:21][C:22](N)=[CH:23][CH:24]=3)=[CH:15][CH:14]=2)[CH3:12])[CH2:6][CH2:5]1)[CH:2]=[CH2:3].N([O-])=[O:34].[Na+].[OH-].[Na+]. The yield is 0.590. (3) The reactants are Cl[C:2]1[N:9]=[CH:8][CH:7]=[CH:6][C:3]=1[C:4]#[N:5].[CH3:10][CH:11]([OH:13])[CH3:12].[OH-].[K+].C1OCCOCCOCCOCCOCCOC1. The catalyst is C1(C)C=CC=CC=1. The product is [CH:11]([O:13][C:2]1[N:9]=[CH:8][CH:7]=[CH:6][C:3]=1[C:4]#[N:5])([CH3:12])[CH3:10]. The yield is 0.940. (4) The reactants are N1C=CN=C1.C1(P(C2C=CC=CC=2)C2C=CC=CC=2)C=CC=CC=1.[I:25]I.[Br:27][C:28]1[CH:33]=[CH:32][C:31]([C:34]([N:36]2[CH2:40][CH2:39][CH2:38][C@H:37]2[CH2:41]O)=[O:35])=[CH:30][CH:29]=1. The catalyst is O1CCCC1.C(Cl)Cl.C(OCC)(=O)C. The product is [Br:27][C:28]1[CH:33]=[CH:32][C:31]([C:34]([N:36]2[CH2:40][CH2:39][CH2:38][C@H:37]2[CH2:41][I:25])=[O:35])=[CH:30][CH:29]=1. The yield is 0.630.